From a dataset of Reaction yield outcomes from USPTO patents with 853,638 reactions. Predict the reaction yield, written as a fraction of the theoretical maximum amount of product (1.0 means a 100% yield; for example, 0.34 means a 34% yield). The reactants are [F:1][C:2]1[CH:7]=[CH:6][C:5]([C:8]2[S:9][CH:10]=[C:11]([C:13]3[CH:18]=[CH:17][C:16]([C:19]#[C:20][CH2:21][N:22]([CH3:24])[CH3:23])=[CH:15][CH:14]=3)[N:12]=2)=[CH:4][CH:3]=1. The yield is 0.890. The catalyst is [Pd].CCO. The product is [F:1][C:2]1[CH:3]=[CH:4][C:5]([C:8]2[S:9][CH:10]=[C:11]([C:13]3[CH:18]=[CH:17][C:16]([CH2:19][CH2:20][CH2:21][N:22]([CH3:24])[CH3:23])=[CH:15][CH:14]=3)[N:12]=2)=[CH:6][CH:7]=1.